Task: Predict the reaction yield, written as a fraction of the theoretical maximum amount of product (1.0 means a 100% yield; for example, 0.34 means a 34% yield).. Dataset: Reaction yield outcomes from USPTO patents with 853,638 reactions The reactants are [CH:1]([N:4]1[N:13]=[C:12]([NH:14][C:15]2[CH:19]=[C:18]([CH3:20])[NH:17][N:16]=2)[C:11]2[C:6](=[CH:7][C:8]([NH:21][CH3:22])=[CH:9][CH:10]=2)[C:5]1=[O:23])([CH3:3])[CH3:2].[H-].[Na+].[CH3:26][O:27][CH2:28][C:29](Cl)=[O:30].O. The catalyst is CN(C=O)C. The product is [CH:1]([N:4]1[C:5](=[O:23])[C:6]2[C:11](=[CH:10][CH:9]=[C:8]([N:21]([CH3:22])[C:29](=[O:30])[CH2:28][O:27][CH3:26])[CH:7]=2)[C:12]([NH:14][C:15]2[CH:19]=[C:18]([CH3:20])[NH:17][N:16]=2)=[N:13]1)([CH3:3])[CH3:2]. The yield is 0.120.